Dataset: Forward reaction prediction with 1.9M reactions from USPTO patents (1976-2016). Task: Predict the product of the given reaction. (1) Given the reactants [CH3:1][C@@H:2]([C:15]([OH:17])=[O:16])[C:3]1[CH:8]=[CH:7][C:6]2[CH:9]=[C:10]([O:13][CH3:14])[CH:11]=[CH:12][C:5]=2[CH:4]=1.[CH3:18][N:19]([CH2:21][C@@H:22]1[C@@:27]([OH:36])([C:28]2[CH:33]=[CH:32][CH:31]=[C:30]([O:34][CH3:35])[CH:29]=2)[CH2:26][CH2:25][CH2:24][CH2:23]1)[CH3:20], predict the reaction product. The product is: [CH3:20][N:19]([CH2:21][C@@H:22]1[C@@:27]([OH:36])([C:28]2[CH:33]=[CH:32][CH:31]=[C:30]([O:34][CH3:35])[CH:29]=2)[CH2:26][CH2:25][CH2:24][CH2:23]1)[CH3:18].[CH3:1][C@@H:2]([C:15]([OH:17])=[O:16])[C:3]1[CH:8]=[CH:7][C:6]2[CH:9]=[C:10]([O:13][CH3:14])[CH:11]=[CH:12][C:5]=2[CH:4]=1. (2) Given the reactants [Cl:1][C:2]1[C:10]([O:11][CH3:12])=[CH:9][C:5]([C:6]([OH:8])=O)=[CH:4][C:3]=1[CH2:13][O:14][C:15]1[CH:16]=[N:17][C:18]([NH:21][C:22]2[CH:27]=[CH:26][C:25]([N:28]3[CH2:33][C@@H:32]([CH3:34])[NH:31][C@@H:30]([CH3:35])[CH2:29]3)=[CH:24][CH:23]=2)=[N:19][CH:20]=1.Cl.CN.[CH3:39][N:40](C(ON1N=NC2C=CC=NC1=2)=[N+](C)C)C.F[P-](F)(F)(F)(F)F.CCN(C(C)C)C(C)C, predict the reaction product. The product is: [Cl:1][C:2]1[C:10]([O:11][CH3:12])=[CH:9][C:5]([C:6]([NH:40][CH3:39])=[O:8])=[CH:4][C:3]=1[CH2:13][O:14][C:15]1[CH:16]=[N:17][C:18]([NH:21][C:22]2[CH:27]=[CH:26][C:25]([N:28]3[CH2:33][C@@H:32]([CH3:34])[NH:31][C@@H:30]([CH3:35])[CH2:29]3)=[CH:24][CH:23]=2)=[N:19][CH:20]=1. (3) Given the reactants [F:1][C:2]1[CH:7]=[CH:6][C:5]([N:8]2[CH2:13][CH2:12][N:11]([S:14]([C:17]3[S:21][C:20]([N:22]4[CH2:26][CH2:25][CH2:24][CH:23]4[C:27]([O:29]C(C)(C)C)=[O:28])=[CH:19][CH:18]=3)(=[O:16])=[O:15])[C@H:10]([CH3:34])[CH2:9]2)=[C:4]([C:35]([F:38])([F:37])[F:36])[CH:3]=1.CC#N.O, predict the reaction product. The product is: [F:1][C:2]1[CH:7]=[CH:6][C:5]([N:8]2[CH2:13][CH2:12][N:11]([S:14]([C:17]3[S:21][C:20]([N:22]4[CH2:26][CH2:25][CH2:24][CH:23]4[C:27]([OH:29])=[O:28])=[CH:19][CH:18]=3)(=[O:15])=[O:16])[C@H:10]([CH3:34])[CH2:9]2)=[C:4]([C:35]([F:38])([F:36])[F:37])[CH:3]=1. (4) Given the reactants [C:1]([NH:9][C:10]1[C:18]2[C:13](=[N:14][CH:15]=[C:16]([C:37]3[CH:42]=[CH:41][CH:40]=[CH:39][CH:38]=3)[C:17]=2[N:19]2[CH2:24][CH2:23][N:22]([C:25](=[O:36])[CH2:26][CH2:27][NH:28]C(=O)OC(C)(C)C)[CH2:21][CH2:20]2)[NH:12][CH:11]=1)(=[O:8])[C:2]1[CH:7]=[CH:6][CH:5]=[N:4][CH:3]=1.C(O)(C(F)(F)F)=O, predict the reaction product. The product is: [NH2:28][CH2:27][CH2:26][C:25]([N:22]1[CH2:23][CH2:24][N:19]([C:17]2[C:16]([C:37]3[CH:38]=[CH:39][CH:40]=[CH:41][CH:42]=3)=[CH:15][N:14]=[C:13]3[NH:12][CH:11]=[C:10]([NH:9][C:1](=[O:8])[C:2]4[CH:7]=[CH:6][CH:5]=[N:4][CH:3]=4)[C:18]=23)[CH2:20][CH2:21]1)=[O:36].